Dataset: Full USPTO retrosynthesis dataset with 1.9M reactions from patents (1976-2016). Task: Predict the reactants needed to synthesize the given product. (1) Given the product [Cl:4][C:5]1[C:6]([CH3:37])=[C:7]([C:26]2[CH:27]=[N:28][N:29]([CH:31]3[CH2:32][CH2:33][N:34]([CH3:38])[CH2:35][CH2:36]3)[CH:30]=2)[C:8]([O:24][CH3:25])=[C:9]([CH:11]([N:13]2[C:17]3=[N:18][CH:19]=[N:20][C:21]([NH2:22])=[C:16]3[C:15]([CH3:23])=[N:14]2)[CH3:12])[CH:10]=1, predict the reactants needed to synthesize it. The reactants are: C=O.O.[Cl:4][C:5]1[C:6]([CH3:37])=[C:7]([C:26]2[CH:27]=[N:28][N:29]([CH:31]3[CH2:36][CH2:35][NH:34][CH2:33][CH2:32]3)[CH:30]=2)[C:8]([O:24][CH3:25])=[C:9]([CH:11]([N:13]2[C:17]3=[N:18][CH:19]=[N:20][C:21]([NH2:22])=[C:16]3[C:15]([CH3:23])=[N:14]2)[CH3:12])[CH:10]=1.[CH:38](N(CC)C(C)C)(C)C.C(O[BH-](OC(=O)C)OC(=O)C)(=O)C.[Na+]. (2) Given the product [F:36][C:37]([F:50])([F:49])[S:38]([O:9][CH2:8][C:7]([F:35])([F:6])[C:10]([F:33])([F:34])[C:11]([F:31])([F:32])[C:12]([F:29])([F:30])[C:13]([F:27])([F:28])[C:14]([F:25])([F:26])[C:15]([F:24])([F:23])[C:16]([F:22])([F:21])[C:17]([F:20])([F:19])[F:18])(=[O:40])=[O:39], predict the reactants needed to synthesize it. The reactants are: C(OCC)C.[F:6][C:7]([F:35])([C:10]([F:34])([F:33])[C:11]([F:32])([F:31])[C:12]([F:30])([F:29])[C:13]([F:28])([F:27])[C:14]([F:26])([F:25])[C:15]([F:24])([F:23])[C:16]([F:22])([F:21])[C:17]([F:20])([F:19])[F:18])[CH2:8][OH:9].[F:36][C:37]([F:50])([F:49])[S:38](O[S:38]([C:37]([F:50])([F:49])[F:36])(=[O:40])=[O:39])(=[O:40])=[O:39].Cl.